From a dataset of Reaction yield outcomes from USPTO patents with 853,638 reactions. Predict the reaction yield, written as a fraction of the theoretical maximum amount of product (1.0 means a 100% yield; for example, 0.34 means a 34% yield). (1) The yield is 0.303. The catalyst is CN(C)C=O. The product is [Cl:1][C:2]1[C:3]([CH3:11])=[CH:4][C:5]([NH:8][C:9]2[O:31][C@:23]3([CH2:22][N:21]=2)[CH:28]2[CH2:29][CH2:30][N:25]([CH2:26][CH2:27]2)[CH2:24]3)=[N:6][CH:7]=1. The reactants are [Cl:1][C:2]1[C:3]([CH3:11])=[CH:4][C:5]([N:8]=[C:9]=S)=[N:6][CH:7]=1.C(N(CC)CC)C.Cl.Cl.[NH2:21][CH2:22][C@@:23]1([OH:31])[CH:28]2[CH2:29][CH2:30][N:25]([CH2:26][CH2:27]2)[CH2:24]1.C(N=C=NC(C)C)(C)C. (2) The reactants are [CH2:1]([N:8]1[CH2:12][CH:11]([CH3:13])[CH:10]([C:14]([O:16][CH2:17][C:18]2[CH:23]=[CH:22][CH:21]=[CH:20][CH:19]=2)=[O:15])[CH2:9]1)[C:2]1[CH:7]=[CH:6][CH:5]=[CH:4][CH:3]=1.C([N-]C(C)C)(C)C.[Li+].CCCCCC.O1CCCC1.Br[CH2:44][C:45]([O:47][C:48]([CH3:51])([CH3:50])[CH3:49])=[O:46].[Cl-].[NH4+]. The catalyst is O1CCCC1.O.C(OCC)(=O)C. The product is [CH2:1]([N:8]1[CH2:12][CH:11]([CH3:13])[C:10]([CH2:44][C:45]([O:47][C:48]([CH3:51])([CH3:50])[CH3:49])=[O:46])([C:14]([O:16][CH2:17][C:18]2[CH:23]=[CH:22][CH:21]=[CH:20][CH:19]=2)=[O:15])[CH2:9]1)[C:2]1[CH:3]=[CH:4][CH:5]=[CH:6][CH:7]=1. The yield is 0.145. (3) The reactants are [F:1][CH2:2][C:3]([NH:5][NH:6][C:7]1[C:12]([CH3:13])=[CH:11][C:10]([N+:14]([O-:16])=[O:15])=[CH:9][N:8]=1)=O.O=P(Cl)(Cl)Cl. The catalyst is C(#N)C. The product is [F:1][CH2:2][C:3]1[N:8]2[CH:9]=[C:10]([N+:14]([O-:16])=[O:15])[CH:11]=[C:12]([CH3:13])[C:7]2=[N:6][N:5]=1. The yield is 0.770. (4) The reactants are [C:1]1([S:7]([N:10]2[C:14]3=[N:15][CH:16]=[CH:17][CH:18]=[C:13]3[CH:12]=[C:11]2[C:19](=[O:27])[CH2:20][CH:21]2[CH2:26][CH2:25][CH2:24][CH2:23][O:22]2)(=[O:9])=[O:8])[CH:6]=[CH:5][CH:4]=[CH:3][CH:2]=1.C[Si]([N-][Si](C)(C)C)(C)C.[Li+].[C:38]1([CH3:58])[CH:43]=[CH:42][C:41]([S:44](O[S:44]([C:41]2[CH:42]=[CH:43][C:38]([CH3:58])=[CH:39][CH:40]=2)(=[O:46])=[O:45])(=[O:46])=[O:45])=[CH:40][CH:39]=1. The catalyst is O1CCCC1. The product is [C:1]1([S:7]([N:10]2[C:14]3=[N:15][CH:16]=[CH:17][CH:18]=[C:13]3[CH:12]=[C:11]2[C:19]([O:27][S:44]([C:41]2[CH:42]=[CH:43][C:38]([CH3:58])=[CH:39][CH:40]=2)(=[O:46])=[O:45])=[CH:20][CH:21]2[CH2:26][CH2:25][CH2:24][CH2:23][O:22]2)(=[O:9])=[O:8])[CH:2]=[CH:3][CH:4]=[CH:5][CH:6]=1. The yield is 0.820. (5) The reactants are [OH:1][C:2]1[CH:9]=[CH:8][CH:7]=[CH:6][C:3]=1[CH2:4][OH:5].[C:10]([O-])([O-])=O.[K+].[K+].[CH2:16](O)[CH3:17]. No catalyst specified. The product is [CH:16]([O:1][C:2]1[CH:9]=[CH:8][CH:7]=[CH:6][C:3]=1[CH2:4][OH:5])([CH3:17])[CH3:10]. The yield is 0.990. (6) The reactants are [CH3:1][O-:2].[Na+].Cl[C:5]1[C:6]2[N:18]=[C:17]([C:19]3[CH:24]=[CH:23][C:22]([F:25])=[CH:21][CH:20]=3)[CH:16]=[CH:15][C:7]=2[N:8]=[C:9]([NH:11]C(=O)C)[N:10]=1. The catalyst is C1COCC1. The product is [F:25][C:22]1[CH:21]=[CH:20][C:19]([C:17]2[CH:16]=[CH:15][C:7]3[N:8]=[C:9]([NH2:11])[N:10]=[C:5]([O:2][CH3:1])[C:6]=3[N:18]=2)=[CH:24][CH:23]=1. The yield is 0.500.